Dataset: Reaction yield outcomes from USPTO patents with 853,638 reactions. Task: Predict the reaction yield, written as a fraction of the theoretical maximum amount of product (1.0 means a 100% yield; for example, 0.34 means a 34% yield). (1) The yield is 0.580. The catalyst is C(#N)C. The reactants are O[CH:2]1[CH:7]2[CH2:8][CH:4]([CH2:5][N:6]2[CH2:9][CH2:10][CH2:11][C:12]([CH3:23])([S:14]([C:17]2[CH:22]=[CH:21][CH:20]=[CH:19][CH:18]=2)(=[O:16])=[O:15])[CH3:13])[CH2:3]1.[C-:24]#[N:25].[K+].C1OCCOCCOCCOCCOCCOC1.C(P(CCCC)CCCC)CCC.C(Cl)(Cl)(Cl)Cl. The product is [C:24]([CH:2]1[CH:7]2[CH2:8][CH:4]([CH2:5][N:6]2[CH2:9][CH2:10][CH2:11][C:12]([CH3:23])([S:14]([C:17]2[CH:22]=[CH:21][CH:20]=[CH:19][CH:18]=2)(=[O:16])=[O:15])[CH3:13])[CH2:3]1)#[N:25]. (2) The reactants are [Cl:1][C:2]1[CH:3]=[C:4]([C:8]2[C:17]3[C:12](=[CH:13][CH:14]=[C:15]([C:18]([C:26]4[CH:27]=[N:28][CH:29]=[CH:30][CH:31]=4)([C:20]4[CH:21]=[N:22][CH:23]=[CH:24][CH:25]=4)[OH:19])[CH:16]=3)[N:11]=[C:10]([O:32]C)[CH:9]=2)[CH:5]=[CH:6][CH:7]=1.Cl.[CH2:35]1COCC1. No catalyst specified. The product is [Cl:1][C:2]1[CH:3]=[C:4]([C:8]2[C:17]3[C:12](=[CH:13][CH:14]=[C:15]([C:18]([OH:19])([C:26]4[CH:27]=[N:28][CH:29]=[CH:30][CH:31]=4)[C:20]4[CH:21]=[N:22][CH:23]=[CH:24][CH:25]=4)[CH:16]=3)[N:11]([CH3:35])[C:10](=[O:32])[CH:9]=2)[CH:5]=[CH:6][CH:7]=1. The yield is 1.00. (3) The reactants are [Cl:1][C:2]1[CH:7]=[CH:6][C:5]([NH:8][C:9]2[C:14]([C:15]([N:17]3[CH2:22][CH2:21][CH:20]([C:23]4[CH:28]=[CH:27][C:26]([F:29])=[CH:25][CH:24]=4)[CH2:19][CH2:18]3)=[O:16])=[CH:13][N:12]=[C:11]([S:30]([NH2:33])(=[O:32])=[O:31])[CH:10]=2)=[C:4]([CH3:34])[CH:3]=1.[CH:35]1([N:38]=[C:39]=[O:40])[CH2:37][CH2:36]1. No catalyst specified. The product is [Cl:1][C:2]1[CH:7]=[CH:6][C:5]([NH:8][C:9]2[C:14]([C:15]([N:17]3[CH2:18][CH2:19][CH:20]([C:23]4[CH:28]=[CH:27][C:26]([F:29])=[CH:25][CH:24]=4)[CH2:21][CH2:22]3)=[O:16])=[CH:13][N:12]=[C:11]([S:30]([NH:33][C:39](=[O:40])[NH:38][CH:35]3[CH2:37][CH2:36]3)(=[O:31])=[O:32])[CH:10]=2)=[C:4]([CH3:34])[CH:3]=1. The yield is 0.410. (4) The reactants are COC1C=CC(CN2C=C(/C=[C:14]3\[CH2:15][N:16]([C:21]([C:34]4[CH:39]=[CH:38][CH:37]=[CH:36][CH:35]=4)([C:28]4[CH:33]=[CH:32][CH:31]=[CH:30][CH:29]=4)[C:22]4[CH:27]=[CH:26][CH:25]=[CH:24][CH:23]=4)[CH2:17][CH2:18][CH:19]\3O)N=N2)=CC=1.C(O)(=S)C.C(OC(OCC(C)(C)C)N(C)C)C(C)(C)C.[Cl-].[Na+].C(SC1CCN(C(C2C=CC=CC=2)(C2C=CC=CC=2)C2C=CC=CC=2)C/C/1=C\C1N=NN(CC2C=CC(OC)=CC=2)C=1)(=O)C. The catalyst is C1(C)C=CC=CC=1. The product is [C:22]1([C:21]([C:34]2[CH:39]=[CH:38][CH:37]=[CH:36][CH:35]=2)([C:28]2[CH:29]=[CH:30][CH:31]=[CH:32][CH:33]=2)[N:16]2[CH2:15][CH:14]=[CH:19][CH2:18][CH2:17]2)[CH:23]=[CH:24][CH:25]=[CH:26][CH:27]=1. The yield is 0.920. (5) The yield is 0.950. The catalyst is CN(C=O)C.[Cl-].[NH4+]. The product is [CH3:7][O:8][C:9]([C@H:11]1[CH2:12][CH2:13][C@H:14]([N:17]([CH3:1])[S:18]([C:21]2[CH:22]=[C:23]([CH:34]=[CH:35][CH:36]=2)[C:24]([O:26][CH2:27][C:28]2[CH:29]=[CH:30][CH:31]=[CH:32][CH:33]=2)=[O:25])(=[O:20])=[O:19])[CH2:15][CH2:16]1)=[O:10]. The reactants are [C:1](=O)([O-])[O-].[K+].[K+].[CH3:7][O:8][C:9]([C@H:11]1[CH2:16][CH2:15][C@H:14]([NH:17][S:18]([C:21]2[CH:22]=[C:23]([CH:34]=[CH:35][CH:36]=2)[C:24]([O:26][CH2:27][C:28]2[CH:33]=[CH:32][CH:31]=[CH:30][CH:29]=2)=[O:25])(=[O:20])=[O:19])[CH2:13][CH2:12]1)=[O:10].IC. (6) The reactants are [CH2:1]([O:8][C:9]1[C:14]([C:15]2[CH:36]=[C:35]([C:37]([CH3:40])([CH3:39])[CH3:38])[C:34]([O:41][CH3:42])=[CH:33][C:16]=2[CH2:17][N:18]2[C@H:22]([C:23](C)(C)[O:24][SiH2]C(C)(C)C)[CH2:21][CH2:20][C:19]2=[O:32])=[CH:13][CH:12]=[CH:11][N:10]=1)[C:2]1[CH:7]=[CH:6][CH:5]=[CH:4][CH:3]=1.Cl. The catalyst is C1COCC1. The product is [CH2:1]([O:8][C:9]1[C:14]([C:15]2[CH:36]=[C:35]([C:37]([CH3:38])([CH3:40])[CH3:39])[C:34]([O:41][CH3:42])=[CH:33][C:16]=2[CH2:17][N:18]2[C@H:22]([CH2:23][OH:24])[CH2:21][CH2:20][C:19]2=[O:32])=[CH:13][CH:12]=[CH:11][N:10]=1)[C:2]1[CH:3]=[CH:4][CH:5]=[CH:6][CH:7]=1. The yield is 0.970. (7) The reactants are Br[CH:2]([CH3:20])[C:3]([O:5][C:6]([CH3:19])([CH2:8][CH2:9][CH2:10][CH2:11][CH2:12][CH2:13][CH2:14][CH2:15][CH2:16][CH2:17][CH3:18])[CH3:7])=[O:4].C(=O)(O)[O-].[Na+].[CH3:26][NH:27][CH3:28]. The catalyst is C(#N)C. The product is [CH3:26][N:27]([CH3:28])[CH:2]([CH3:20])[C:3]([O:5][C:6]([CH3:19])([CH2:8][CH2:9][CH2:10][CH2:11][CH2:12][CH2:13][CH2:14][CH2:15][CH2:16][CH2:17][CH3:18])[CH3:7])=[O:4]. The yield is 0.830. (8) The reactants are C([N:4]1[C:12]2[C:7](=[CH:8][C:9]([C:13](Cl)=[O:14])=[CH:10][CH:11]=2)[C:6]([C:16]2[CH:21]=[CH:20][C:19]([F:22])=[CH:18][CH:17]=2)=[N:5]1)(=O)C.[NH2:23][CH2:24][C:25]1[CH:26]=[N:27][CH:28]=[CH:29][CH:30]=1. The catalyst is N1C=CC=CC=1. The product is [F:22][C:19]1[CH:18]=[CH:17][C:16]([C:6]2[C:7]3[C:12](=[CH:11][CH:10]=[C:9]([C:13]([NH:23][CH2:24][C:25]4[CH:26]=[N:27][CH:28]=[CH:29][CH:30]=4)=[O:14])[CH:8]=3)[NH:4][N:5]=2)=[CH:21][CH:20]=1. The yield is 0.410. (9) The reactants are [CH2:1]([C@@:4]1([C:23]2[CH:28]=[CH:27][C:26]([F:29])=[CH:25][CH:24]=2)[O:9][C:8](=[O:10])[N:7]([C@H:11]([C:13]2[CH:18]=[CH:17][C:16]([O:19][CH:20]([F:22])[F:21])=[CH:15][CH:14]=2)[CH3:12])[CH2:6][CH2:5]1)[CH:2]=[CH2:3].[OH2:30]. The catalyst is C1COCC1.C(Cl)Cl. The product is [F:21][CH:20]([F:22])[O:19][C:16]1[CH:17]=[CH:18][C:13]([C@@H:11]([N:7]2[CH2:6][CH2:5][C@@:4]([C:23]3[CH:28]=[CH:27][C:26]([F:29])=[CH:25][CH:24]=3)([CH2:1][CH2:2][CH2:3][OH:30])[O:9][C:8]2=[O:10])[CH3:12])=[CH:14][CH:15]=1. The yield is 0.800. (10) The reactants are [Cl:1][C:2]1[CH:3]=[C:4]([CH:9]2[CH2:18][C:17]([CH3:21])([CH:19]=[CH2:20])[C:16]3[N:15]=[C:14]([C:22]([OH:24])=[O:23])[CH:13]=[CH:12][C:11]=3[NH:10]2)[CH:5]=[CH:6][C:7]=1[F:8]. The catalyst is CO.[Pd]. The product is [Cl:1][C:2]1[CH:3]=[C:4]([CH:9]2[CH2:18][C:17]([CH2:19][CH3:20])([CH3:21])[C:16]3[N:15]=[C:14]([C:22]([OH:24])=[O:23])[CH:13]=[CH:12][C:11]=3[NH:10]2)[CH:5]=[CH:6][C:7]=1[F:8]. The yield is 0.300.